From a dataset of Full USPTO retrosynthesis dataset with 1.9M reactions from patents (1976-2016). Predict the reactants needed to synthesize the given product. (1) Given the product [Si:1]([O:8][C@@H:9]1[C@@H:14]([N:15]2[C:24](=[O:25])[C:23]3[C:18](=[C:19]4[CH:38]=[CH:37][CH:36]=[CH:35][C:20]4=[C:21]([CH2:26][C:27]4[CH:28]=[N:29][C:30]([CH2:33][F:49])=[CH:31][CH:32]=4)[CH:22]=3)[N:17]=[CH:16]2)[CH2:13][CH2:12][O:11][CH2:10]1)([C:4]([CH3:7])([CH3:6])[CH3:5])([CH3:3])[CH3:2], predict the reactants needed to synthesize it. The reactants are: [Si:1]([O:8][C@@H:9]1[C@@H:14]([N:15]2[C:24](=[O:25])[C:23]3[C:18](=[C:19]4[CH:38]=[CH:37][CH:36]=[CH:35][C:20]4=[C:21]([CH2:26][C:27]4[CH:28]=[N:29][C:30]([CH2:33]O)=[CH:31][CH:32]=4)[CH:22]=3)[N:17]=[CH:16]2)[CH2:13][CH2:12][O:11][CH2:10]1)([C:4]([CH3:7])([CH3:6])[CH3:5])([CH3:3])[CH3:2].COCCN(S(F)(F)[F:49])CCOC. (2) Given the product [CH3:6][C:7]1[CH:8]=[C:9]([CH3:22])[C:10]([N:13]2[CH:17]=[N:16][C:15]([C:18]([F:20])([F:21])[F:19])=[N:14]2)=[CH:11][C:12]=1[S:2]([Cl:1])(=[O:5])=[O:3], predict the reactants needed to synthesize it. The reactants are: [Cl:1][S:2]([OH:5])(=O)=[O:3].[CH3:6][C:7]1[CH:12]=[CH:11][C:10]([N:13]2[CH:17]=[N:16][C:15]([C:18]([F:21])([F:20])[F:19])=[N:14]2)=[C:9]([CH3:22])[CH:8]=1. (3) Given the product [Br:20][CH2:11][CH2:10][C@H:9]([NH:8][C:6]([O:5][C:1]([CH3:4])([CH3:3])[CH3:2])=[O:7])[C:13]([O:15][C:16]([CH3:19])([CH3:18])[CH3:17])=[O:14], predict the reactants needed to synthesize it. The reactants are: [C:1]([O:5][C:6]([NH:8][C@H:9]([C:13]([O:15][C:16]([CH3:19])([CH3:18])[CH3:17])=[O:14])[CH2:10][CH2:11]O)=[O:7])([CH3:4])([CH3:3])[CH3:2].[Br:20]N1C(=O)CCC1=O.C1(P(C2C=CC=CC=2)C2C=CC=CC=2)C=CC=CC=1. (4) Given the product [Cl:1][C:2]1[N:7]=[C:6]([OH:11])[C:5]([Cl:9])=[C:4]([Cl:10])[N:3]=1, predict the reactants needed to synthesize it. The reactants are: [Cl:1][C:2]1[N:7]=[C:6](Cl)[C:5]([Cl:9])=[C:4]([Cl:10])[N:3]=1.[OH-:11].[Na+].Cl. (5) Given the product [O:30]=[S:2]1(=[O:1])[CH2:3][CH2:4][N:5]([C:8]([N:10]2[CH2:15][CH:14]([C:16]3[CH:17]=[CH:18][C:19]([C:22]([F:25])([F:24])[F:23])=[CH:20][CH:21]=3)[CH2:13][CH:12]([C:26]([OH:28])=[O:27])[CH2:11]2)=[O:9])[CH2:6][CH2:7]1, predict the reactants needed to synthesize it. The reactants are: [O:1]=[S:2]1(=[O:30])[CH2:7][CH2:6][N:5]([C:8]([N:10]2[CH2:15][CH:14]([C:16]3[CH:21]=[CH:20][C:19]([C:22]([F:25])([F:24])[F:23])=[CH:18][CH:17]=3)[CH2:13][CH:12]([C:26]([O:28]C)=[O:27])[CH2:11]2)=[O:9])[CH2:4][CH2:3]1.CC(C)([O-])C.[K+].